This data is from Full USPTO retrosynthesis dataset with 1.9M reactions from patents (1976-2016). The task is: Predict the reactants needed to synthesize the given product. (1) Given the product [CH3:23][O:24][N:25]=[C:26]([C:35]1[N:39]=[C:38]([CH3:40])[O:37][N:36]=1)[C:27]1[CH:32]=[C:31]([Cl:33])[CH:30]=[CH:29][C:28]=1[O:34][C:17]1[CH:16]=[CH:15][C:14]([C:13]([F:22])([F:21])[F:12])=[CH:19][N:18]=1, predict the reactants needed to synthesize it. The reactants are: CN(C)C=O.C(=O)([O-])[O-].[K+].[K+].[F:12][C:13]([F:22])([F:21])[C:14]1[CH:15]=[CH:16][C:17](Cl)=[N:18][CH:19]=1.[CH3:23][O:24][N:25]=[C:26]([C:35]1[N:39]=[C:38]([CH3:40])[O:37][N:36]=1)[C:27]1[CH:32]=[C:31]([Cl:33])[CH:30]=[CH:29][C:28]=1[OH:34]. (2) Given the product [F:15][C:16]([F:27])([F:26])[C:17]1[CH:22]=[CH:21][C:20]([C:2]2[C:11]3[C:6](=[CH:7][CH:8]=[C:9]([C:12]([NH2:14])=[O:13])[CH:10]=3)[CH:5]=[N:4][CH:3]=2)=[CH:19][CH:18]=1, predict the reactants needed to synthesize it. The reactants are: Br[C:2]1[C:11]2[C:6](=[CH:7][CH:8]=[C:9]([C:12]([NH2:14])=[O:13])[CH:10]=2)[CH:5]=[N:4][CH:3]=1.[F:15][C:16]([F:27])([F:26])[C:17]1[CH:22]=[CH:21][C:20](B(O)O)=[CH:19][CH:18]=1.C(=O)([O-])[O-].[Cs+].[Cs+]. (3) The reactants are: [NH:1]1[CH:5]=[C:4]([NH:6][C:7]([C:9]2[C:17]3[C:12](=[CH:13][CH:14]=[CH:15][CH:16]=3)[N:11]([C:18]([C:31]3[CH:36]=[CH:35][CH:34]=[CH:33][CH:32]=3)([C:25]3[CH:30]=[CH:29][CH:28]=[CH:27][CH:26]=3)[C:19]3[CH:24]=[CH:23][CH:22]=[CH:21][CH:20]=3)[N:10]=2)=[O:8])[CH:3]=[N:2]1.[CH2:46](P([CH2:46][CH2:47][CH2:48][CH3:49])[CH2:46][CH2:47][CH2:48][CH3:49])[CH2:47][CH2:48][CH3:49].[Cl:50]C1C=C(C=CC=1)CO.CN(C(N=NC(N(C)C)=O)=O)C.[CH2:71]1[CH2:75]OC[CH2:72]1. Given the product [Cl:50][C:49]1[CH:48]=[CH:47][CH:46]=[CH:75][C:71]=1[CH2:72][N:1]1[CH:5]=[C:4]([NH:6][C:7]([C:9]2[C:17]3[C:12](=[CH:13][CH:14]=[CH:15][CH:16]=3)[N:11]([C:18]([C:19]3[CH:24]=[CH:23][CH:22]=[CH:21][CH:20]=3)([C:25]3[CH:26]=[CH:27][CH:28]=[CH:29][CH:30]=3)[C:31]3[CH:36]=[CH:35][CH:34]=[CH:33][CH:32]=3)[N:10]=2)=[O:8])[CH:3]=[N:2]1, predict the reactants needed to synthesize it.